Dataset: Full USPTO retrosynthesis dataset with 1.9M reactions from patents (1976-2016). Task: Predict the reactants needed to synthesize the given product. (1) Given the product [ClH:1].[Cl:46][C:43]1[CH:44]=[CH:45][C:40]([O:39][CH2:38][C@H:35]2[CH2:36][CH2:37][NH:32][CH2:33][C@@H:34]2[C:47]2[CH:48]=[CH:49][CH:50]=[CH:51][CH:52]=2)=[N:41][CH:42]=1, predict the reactants needed to synthesize it. The reactants are: [Cl:1]C1C=CC(OCC2CCNCC2C2C=CC(F)=C(F)C=2)=NC=1.Cl.C(OC([N:32]1[CH2:37][CH2:36][CH:35]([CH2:38][O:39][C:40]2[CH:45]=[CH:44][C:43]([Cl:46])=[CH:42][N:41]=2)[CH:34]([C:47]2[CH:52]=[CH:51][CH:50]=[CH:49][CH:48]=2)[CH2:33]1)=O)(C)(C)C. (2) The reactants are: [Cl:1][C:2]1[CH:7]=[CH:6][CH:5]=[C:4]([Cl:8])[C:3]=1[CH:9]1[CH2:14][CH2:13][N:12]([CH2:15][C:16]2[NH:17][C:18]3[C:23]([CH:24]=2)=[CH:22][CH:21]=[CH:20][CH:19]=3)[CH2:11][CH2:10]1.[OH-].[Na+].[C:27](Cl)(=[O:34])[C:28]1[CH:33]=[CH:32][CH:31]=[CH:30][CH:29]=1. Given the product [C:27]([N:17]1[C:18]2[C:23](=[CH:22][CH:21]=[CH:20][CH:19]=2)[CH:24]=[C:16]1[CH2:15][N:12]1[CH2:11][CH2:10][CH:9]([C:3]2[C:2]([Cl:1])=[CH:7][CH:6]=[CH:5][C:4]=2[Cl:8])[CH2:14][CH2:13]1)(=[O:34])[C:28]1[CH:33]=[CH:32][CH:31]=[CH:30][CH:29]=1, predict the reactants needed to synthesize it. (3) Given the product [CH2:15]([N:12]1[CH2:11][CH2:10][N:9]([C:6]2[CH:5]=[CH:4][C:3]([OH:2])=[CH:8][CH:7]=2)[CH2:14][CH2:13]1)[CH2:16][C:17]1[CH:18]=[CH:19][CH:20]=[CH:21][CH:22]=1, predict the reactants needed to synthesize it. The reactants are: C[O:2][C:3]1[CH:8]=[CH:7][C:6]([N:9]2[CH2:14][CH2:13][N:12]([CH2:15][CH2:16][C:17]3[CH:22]=[CH:21][CH:20]=[CH:19][CH:18]=3)[CH2:11][CH2:10]2)=[CH:5][CH:4]=1.C(=O)([O-])O.[Na+]. (4) Given the product [ClH:1].[F:45][C:40]1[CH:39]=[C:38]([CH:43]=[C:42]([F:44])[CH:41]=1)[CH2:37][C@H:28]([NH:29][C:34](=[O:36])[CH3:35])[C@H:27]([OH:31])[C@H:10]1[CH2:11][C@@H:12]([O:14][CH2:15][C:16]2[CH:21]=[CH:20][CH:19]=[C:18]([O:22][C:23]([F:26])([F:25])[F:24])[CH:17]=2)[CH2:13][NH:9]1, predict the reactants needed to synthesize it. The reactants are: [ClH:1].C(OC([N:9]1[CH2:13][C@H:12]([O:14][CH2:15][C:16]2[CH:21]=[CH:20][CH:19]=[C:18]([O:22][C:23]([F:26])([F:25])[F:24])[CH:17]=2)[CH2:11][C@@H:10]1[C@H:27]1[O:31]C(C)(C)[N:29]([C:34](=[O:36])[CH3:35])[C@H:28]1[CH2:37][C:38]1[CH:43]=[C:42]([F:44])[CH:41]=[C:40]([F:45])[CH:39]=1)=O)(C)(C)C. (5) Given the product [CH3:1][C:2]1[C:11]2[C:6](=[CH:7][CH:8]=[CH:9][CH:10]=2)[C:5]([C:12]2[C:13]3[C:18]([C:19]([C:47]4[C:56]5[C:51](=[CH:52][CH:53]=[CH:54][CH:55]=5)[C:50]([CH3:57])=[CH:49][CH:48]=4)=[C:20]4[C:25]=2[CH:24]=[C:23]([C:26]2[CH:27]=[C:28]5[C:33]([CH:32]=[CH:31][C:30]([Si:36]([CH:40]([CH3:42])[CH3:41])([CH:43]([CH3:44])[CH3:45])[CH:37]([CH3:38])[CH3:39])=[CH:29]5)=[CH:34][CH:35]=2)[CH:22]=[CH:21]4)=[CH:17][CH:16]=[CH:15][CH:14]=3)=[CH:4][CH:3]=1, predict the reactants needed to synthesize it. The reactants are: [CH3:1][C:2]1[C:11]2[C:6](=[CH:7][CH:8]=[CH:9][CH:10]=2)[C:5]([C:12]2(O)[C:25]3[CH:24]=[C:23]([C:26]4[CH:35]=[CH:34][C:33]5[C:28](=[CH:29][C:30]([Si:36]([CH:43]([CH3:45])[CH3:44])([CH:40]([CH3:42])[CH3:41])[CH:37]([CH3:39])[CH3:38])=[CH:31][CH:32]=5)[CH:27]=4)[CH:22]=[CH:21][C:20]=3[C:19]([C:47]3[C:56]4[C:51](=[CH:52][CH:53]=[CH:54][CH:55]=4)[C:50]([CH3:57])=[CH:49][CH:48]=3)(O)[C:18]3[C:13]2=[CH:14][CH:15]=[CH:16][CH:17]=3)=[CH:4][CH:3]=1. (6) Given the product [OH:34][C:4]1[CH:3]=[CH:2][C:7]([CH3:8])=[CH:6][C:5]=1[C:9]1[N:14]=[C:13]([C:12]2[CH:16]=[C:17]([CH3:20])[CH:18]=[CH:19][C:11]=2[OH:10])[N:21]([C:23]2[CH:24]=[CH:25][C:26]([C:27]([OH:29])=[O:28])=[CH:30][CH:31]=2)[N:22]=1, predict the reactants needed to synthesize it. The reactants are: O[C:2]1[C:7]([CH3:8])=[CH:6][C:5]([C:9]2[O:10][C:11]3[CH:19]=[CH:18][C:17]([CH3:20])=[CH:16][C:12]=3[C:13](=O)[N:14]=2)=[CH:4][CH:3]=1.[NH:21]([C:23]1[CH:31]=[CH:30][C:26]([C:27]([OH:29])=[O:28])=[CH:25][CH:24]=1)[NH2:22].C([OH:34])C. (7) Given the product [F:1][C:2]1[CH:31]=[CH:30][CH:29]=[C:28]([F:32])[C:3]=1[CH2:4][N:5]1[CH:10]=[C:9]([C:35]2[CH:40]=[CH:39][CH:38]=[CH:37][CH:36]=2)[C:8](=[O:12])[N:7]2[C:13]([CH3:27])=[C:14]([C:16]3[CH:21]=[CH:20][C:19]([O:22][CH2:23][CH:24]4[CH2:26][CH2:25]4)=[CH:18][CH:17]=3)[N:15]=[C:6]12, predict the reactants needed to synthesize it. The reactants are: [F:1][C:2]1[CH:31]=[CH:30][CH:29]=[C:28]([F:32])[C:3]=1[CH2:4][N:5]1[CH:10]=[C:9](Br)[C:8](=[O:12])[N:7]2[C:13]([CH3:27])=[C:14]([C:16]3[CH:21]=[CH:20][C:19]([O:22][CH2:23][CH:24]4[CH2:26][CH2:25]4)=[CH:18][CH:17]=3)[N:15]=[C:6]12.O=O.[C:35]1(B(O)O)[CH:40]=[CH:39][CH:38]=[CH:37][CH:36]=1.C([O-])([O-])=O.[K+].[K+]. (8) Given the product [C:13]([O:17][C:18]([N:20]1[CH2:25][CH2:24][CH:23]([CH2:26][O:27][C:32]2[CH:33]=[CH:34][C:29]([F:28])=[CH:30][CH:31]=2)[CH2:22][CH2:21]1)=[O:19])([CH3:16])([CH3:15])[CH3:14], predict the reactants needed to synthesize it. The reactants are: N(C(OCC)=O)=NC(OCC)=O.[C:13]([O:17][C:18]([N:20]1[CH2:25][CH2:24][CH:23]([CH2:26][OH:27])[CH2:22][CH2:21]1)=[O:19])([CH3:16])([CH3:15])[CH3:14].[F:28][C:29]1[CH:34]=[CH:33][C:32](O)=[CH:31][CH:30]=1.C1(P(C2C=CC=CC=2)C2C=CC=CC=2)C=CC=CC=1.